The task is: Predict the reactants needed to synthesize the given product.. This data is from Full USPTO retrosynthesis dataset with 1.9M reactions from patents (1976-2016). Given the product [F:13][C:14]1[C:15]([I:43])=[C:16]2[C:26]3[C:21](=[CH:22][N:23]=[C:24]([C:27]4[CH:28]=[N:29][CH:30]=[CH:31][CH:32]=4)[CH:25]=3)[N:20]([S:33]([C:36]3[CH:37]=[CH:38][C:39]([CH3:42])=[CH:40][CH:41]=3)(=[O:35])=[O:34])[C:17]2=[N:18][CH:19]=1, predict the reactants needed to synthesize it. The reactants are: C(NC(C)C)(C)C.C([Li])CCC.[F:13][C:14]1[CH:15]=[C:16]2[C:26]3[C:21](=[CH:22][N:23]=[C:24]([C:27]4[CH:28]=[N:29][CH:30]=[CH:31][CH:32]=4)[CH:25]=3)[N:20]([S:33]([C:36]3[CH:41]=[CH:40][C:39]([CH3:42])=[CH:38][CH:37]=3)(=[O:35])=[O:34])[C:17]2=[N:18][CH:19]=1.[I:43]I.[Cl-].[NH4+].